This data is from Forward reaction prediction with 1.9M reactions from USPTO patents (1976-2016). The task is: Predict the product of the given reaction. (1) The product is: [CH3:30][O:31][C:32]1[CH:37]=[CH:36][C:35]([C@@H:38]([NH:40][C@@H:2]2[C:11]3[N:10]=[CH:9][CH:8]=[CH:7][C:6]=3[CH2:5][CH2:4][C@@H:3]2[CH2:12][CH2:13][C:14]([O:16][CH2:17][CH3:18])=[O:15])[CH3:39])=[CH:34][CH:33]=1. Given the reactants O=[C:2]1[C:11]2[N:10]=[CH:9][CH:8]=[CH:7][C:6]=2[CH2:5][CH2:4][CH:3]1[CH2:12][CH2:13][C:14]([O:16][CH2:17][CH3:18])=[O:15].C1(C)C=CC(S(O)(=O)=O)=CC=1.[CH3:30][O:31][C:32]1[CH:37]=[CH:36][C:35]([C@@H:38]([NH2:40])[CH3:39])=[CH:34][CH:33]=1.C(O[BH-](OC(=O)C)OC(=O)C)(=O)C.[Na+], predict the reaction product. (2) The product is: [NH2:16][C:17]1[N:22]=[CH:21][C:20]([C:23]2[CH:28]=[CH:27][C:26]([C:2]3[C:3]([S:8]([NH:11][C@H:12]([CH3:15])[CH2:13][OH:14])(=[O:10])=[O:9])=[CH:4][CH:5]=[CH:6][CH:7]=3)=[CH:25][C:24]=2[F:38])=[N:19][C:18]=1[C:39]#[N:40]. Given the reactants Br[C:2]1[CH:7]=[CH:6][CH:5]=[CH:4][C:3]=1[S:8]([NH:11][C@@H:12]([CH3:15])[CH2:13][OH:14])(=[O:10])=[O:9].[NH2:16][C:17]1[C:18]([C:39]#[N:40])=[N:19][C:20]([C:23]2[CH:28]=[CH:27][C:26](B3OC(C)(C)C(C)(C)O3)=[CH:25][C:24]=2[F:38])=[CH:21][N:22]=1, predict the reaction product. (3) Given the reactants C([O:3][C:4](=O)[C@H:5]([O:12][CH:13]1[CH2:18][CH2:17][CH2:16][CH2:15][O:14]1)[C:6]1[CH:11]=[CH:10][CH:9]=[CH:8][CH:7]=1)C.[H-].[Al+3].[Li+].[H-].[H-].[H-].O.[OH-].[Na+], predict the reaction product. The product is: [C:6]1([C@@H:5]([O:12][CH:13]2[CH2:18][CH2:17][CH2:16][CH2:15][O:14]2)[CH2:4][OH:3])[CH:7]=[CH:8][CH:9]=[CH:10][CH:11]=1. (4) Given the reactants C[O:2][C:3]([CH:5]1[CH2:9][C:8](=[CH2:10])[CH2:7][CH:6]1[NH:11][C:12]([O:14][C:15]([CH3:18])([CH3:17])[CH3:16])=[O:13])=[O:4].O[Li].O, predict the reaction product. The product is: [C:15]([O:14][C:12]([NH:11][CH:6]1[CH2:7][C:8](=[CH2:10])[CH2:9][CH:5]1[C:3]([OH:4])=[O:2])=[O:13])([CH3:18])([CH3:16])[CH3:17]. (5) Given the reactants [CH3:1][C:2]([CH3:36])([CH3:35])[C:3]([C:5]1[CH:9]([C:10]2[CH:15]=[CH:14][CH:13]=[CH:12][C:11]=2[O:16][CH2:17][C:18]([O:20][CH3:21])=[O:19])[N:8]([C:22]2[CH:27]=[CH:26][C:25]([C:28]3[CH:32]=[CH:31][S:30][CH:29]=3)=[CH:24][CH:23]=2)[C:7](=[O:33])[C:6]=1O)=O.O.[NH2:38][NH2:39].C(=O)(O)[O-].[Na+], predict the reaction product. The product is: [C:2]([C:3]1[C:5]2[CH:9]([C:10]3[CH:15]=[CH:14][CH:13]=[CH:12][C:11]=3[O:16][CH2:17][C:18]([O:20][CH3:21])=[O:19])[N:8]([C:22]3[CH:27]=[CH:26][C:25]([C:28]4[CH:32]=[CH:31][S:30][CH:29]=4)=[CH:24][CH:23]=3)[C:7](=[O:33])[C:6]=2[NH:38][N:39]=1)([CH3:36])([CH3:35])[CH3:1]. (6) Given the reactants C(OC([N:8]1[CH2:12][C@H:11]([S:13][C:14](=[O:16])[CH3:15])[CH2:10][C@H:9]1[C:17](=[O:35])[N:18]([CH2:20][C:21](=[O:34])[N:22]([C:24]1[CH:29]=[CH:28][C:27]([C:30]([O:32][CH3:33])=[O:31])=[CH:26][CH:25]=1)[CH3:23])[CH3:19])=O)(C)(C)C.C(O)(C(F)(F)F)=O, predict the reaction product. The product is: [CH3:33][O:32][C:30](=[O:31])[C:27]1[CH:28]=[CH:29][C:24]([N:22]([C:21](=[O:34])[CH2:20][N:18]([C:17]([C@@H:9]2[CH2:10][C@@H:11]([S:13][C:14](=[O:16])[CH3:15])[CH2:12][NH:8]2)=[O:35])[CH3:19])[CH3:23])=[CH:25][CH:26]=1. (7) Given the reactants [Br:1]/[CH:2]=[C:3]1\[CH2:4][CH2:5][CH2:6][C@@:7]2([CH3:16])[C@H:11]\1[CH2:10][CH2:9][C@@H:8]2[C@H:12](C)[CH:13]=O.N1C=CC=CC=1C1C=CC=CN=1.C1N2CCN(CC2)C1.[O:37]=O.Cl, predict the reaction product. The product is: [Br:1]/[CH:2]=[C:3]1\[CH2:4][CH2:5][CH2:6][C@@:7]2([CH3:16])[C@H:11]\1[CH2:10][CH2:9][C@@H:8]2[C:12](=[O:37])[CH3:13].